This data is from hERG Central: cardiac toxicity at 1µM, 10µM, and general inhibition. The task is: Predict hERG channel inhibition at various concentrations. (1) The compound is Cc1ccc(Nc2nc(N)nc(CN3CCc4ccccc4C3)n2)cc1. Results: hERG_inhib (hERG inhibition (general)): blocker. (2) The compound is CN(Cc1ncc[nH]1)Cc1cn(-c2ccccc2)nc1-c1ccc2c(c1)OCO2. Results: hERG_inhib (hERG inhibition (general)): blocker.